This data is from Peptide-MHC class I binding affinity with 185,985 pairs from IEDB/IMGT. The task is: Regression. Given a peptide amino acid sequence and an MHC pseudo amino acid sequence, predict their binding affinity value. This is MHC class I binding data. (1) The peptide sequence is QRASNVFDL. The MHC is HLA-B58:01 with pseudo-sequence HLA-B58:01. The binding affinity (normalized) is 0.213. (2) The peptide sequence is YHSNVKEL. The MHC is HLA-B40:01 with pseudo-sequence HLA-B40:01. The binding affinity (normalized) is 0.110. (3) The binding affinity (normalized) is 0.0847. The MHC is HLA-A26:01 with pseudo-sequence HLA-A26:01. The peptide sequence is VDFKTPGTY. (4) The peptide sequence is RRRQWASCM. The MHC is HLA-A30:01 with pseudo-sequence HLA-A30:01. The binding affinity (normalized) is 0.0847. (5) The peptide sequence is QMLNCVGDHQA. The MHC is Mamu-A11 with pseudo-sequence Mamu-A11. The binding affinity (normalized) is 0. (6) The peptide sequence is IEELREHLL. The MHC is HLA-B44:02 with pseudo-sequence HLA-B44:02. The binding affinity (normalized) is 0.168.